The task is: Predict the product of the given reaction.. This data is from Forward reaction prediction with 1.9M reactions from USPTO patents (1976-2016). (1) The product is: [Br:1][C:2]1[CH:3]=[CH:4][C:5]([C:8]2[CH:9]=[CH:10][C:11]([C:14]([N:17]3[CH2:21][CH2:20][C@@H:19]([OH:22])[CH2:18]3)=[O:16])=[CH:12][CH:13]=2)=[CH:6][CH:7]=1. Given the reactants [Br:1][C:2]1[CH:7]=[CH:6][C:5]([C:8]2[CH:13]=[CH:12][C:11]([C:14]([OH:16])=O)=[CH:10][CH:9]=2)=[CH:4][CH:3]=1.[NH:17]1[CH2:21][CH2:20][C@@H:19]([OH:22])[CH2:18]1.CN(C(ON1N=NC2C=CC=NC1=2)=[N+](C)C)C.F[P-](F)(F)(F)(F)F, predict the reaction product. (2) Given the reactants [F:1][C:2]([F:24])([F:23])[C:3]1[CH:22]=[CH:21][C:6]([O:7][C:8]2[C:13]3[S:14][C:15]([C:17]([O:19]C)=[O:18])=[CH:16][C:12]=3[CH:11]=[CH:10][CH:9]=2)=[CH:5][CH:4]=1.O.[OH-].[Li+].O.Cl, predict the reaction product. The product is: [F:23][C:2]([F:1])([F:24])[C:3]1[CH:22]=[CH:21][C:6]([O:7][C:8]2[C:13]3[S:14][C:15]([C:17]([OH:19])=[O:18])=[CH:16][C:12]=3[CH:11]=[CH:10][CH:9]=2)=[CH:5][CH:4]=1.